From a dataset of Peptide-MHC class II binding affinity with 134,281 pairs from IEDB. Regression. Given a peptide amino acid sequence and an MHC pseudo amino acid sequence, predict their binding affinity value. This is MHC class II binding data. (1) The peptide sequence is FVNQHLCGSHLVEAL. The MHC is DRB3_0202 with pseudo-sequence DRB3_0202. The binding affinity (normalized) is 0.214. (2) The peptide sequence is PPPPQLGASPYKLGP. The MHC is DRB4_0101 with pseudo-sequence DRB4_0103. The binding affinity (normalized) is 0.0644.